Dataset: Full USPTO retrosynthesis dataset with 1.9M reactions from patents (1976-2016). Task: Predict the reactants needed to synthesize the given product. (1) Given the product [Cl:21][C:22]1[CH:30]=[CH:29][CH:28]=[CH:27][C:23]=1[CH2:24][CH2:25][N:15]1[CH2:16][C:17](=[O:18])[N:13]([C:11]2[CH:10]=[N:9][N:8]([CH2:7][C:6]3[C:2]([CH3:1])=[N:3][O:4][C:5]=3[CH3:20])[CH:12]=2)[C:14]1=[O:19], predict the reactants needed to synthesize it. The reactants are: [CH3:1][C:2]1[C:6]([CH2:7][N:8]2[CH:12]=[C:11]([N:13]3[C:17](=[O:18])[CH2:16][NH:15][C:14]3=[O:19])[CH:10]=[N:9]2)=[C:5]([CH3:20])[O:4][N:3]=1.[Cl:21][C:22]1[CH:30]=[CH:29][CH:28]=[CH:27][C:23]=1[CH2:24][CH2:25]Br. (2) Given the product [F:1][C:2]1[C:7]([F:8])=[CH:6][CH:5]=[CH:4][C:3]=1[C:9]1[N:17]=[C:12]2[CH:13]=[N:14][N:15]([CH2:19][C:20]3[CH:25]=[CH:24][N:23]([C:26]4[CH:31]=[CH:30][C:29]([O:32][CH2:33][CH2:34][CH3:35])=[CH:28][C:27]=4[C:36]([F:38])([F:37])[F:39])[C:22](=[O:40])[CH:21]=3)[CH:16]=[C:11]2[N:10]=1, predict the reactants needed to synthesize it. The reactants are: [F:1][C:2]1[C:7]([F:8])=[CH:6][CH:5]=[CH:4][C:3]=1[C:9]1[N:17]=[C:12]2[CH:13]=[N:14][NH:15][CH:16]=[C:11]2[N:10]=1.Br[CH2:19][C:20]1[CH:25]=[CH:24][N:23]([C:26]2[CH:31]=[CH:30][C:29]([O:32][CH2:33][CH2:34][CH3:35])=[CH:28][C:27]=2[C:36]([F:39])([F:38])[F:37])[C:22](=[O:40])[CH:21]=1. (3) Given the product [NH:10]1[CH2:11][CH2:12][CH:7]([N:1]2[CH2:2][CH:3]=[CH:4][CH2:5][CH2:6]2)[CH2:8][CH2:9]1, predict the reactants needed to synthesize it. The reactants are: [N:1]1([CH:7]2[CH2:12][CH2:11][N:10](C(OC(C)(C)C)=O)[CH2:9][CH2:8]2)[CH2:6][CH2:5][CH:4]=[CH:3][CH2:2]1.FC(F)(F)C(O)=O.C([SiH](CC)CC)C.